From a dataset of Full USPTO retrosynthesis dataset with 1.9M reactions from patents (1976-2016). Predict the reactants needed to synthesize the given product. (1) The reactants are: Cl[C:2]1[C:3]2[C:4](=[CH:16][N:17](CC3C=CC(OC)=CC=3)[N:18]=2)[N:5]=[C:6]([C:8]([C:10]2[CH:15]=[CH:14][CH:13]=[CH:12][CH:11]=2)=[O:9])[N:7]=1.[NH2:28][C:29]1[CH:34]=[CH:33][C:32]([C:35]([N:37]2[CH2:41][CH2:40][CH2:39][CH2:38]2)=[O:36])=[CH:31][CH:30]=1.Cl. Given the product [C:8]([C:6]1[N:7]=[C:2]([NH:28][C:29]2[CH:34]=[CH:33][C:32]([C:35]([N:37]3[CH2:38][CH2:39][CH2:40][CH2:41]3)=[O:36])=[CH:31][CH:30]=2)[C:3]2[NH:18][N:17]=[CH:16][C:4]=2[N:5]=1)(=[O:9])[C:10]1[CH:11]=[CH:12][CH:13]=[CH:14][CH:15]=1, predict the reactants needed to synthesize it. (2) Given the product [F:18][C:15]1[CH:16]=[CH:17][C:12]([C:10]2[CH:9]=[CH:8][C:4]3[N:5]=[CH:6][N:7]=[C:2]([CH2:20][CH2:21][CH3:22])[C:3]=3[N:11]=2)=[CH:13][CH:14]=1, predict the reactants needed to synthesize it. The reactants are: Cl[C:2]1[C:3]2[N:11]=[C:10]([C:12]3[CH:17]=[CH:16][C:15]([F:18])=[CH:14][CH:13]=3)[CH:9]=[CH:8][C:4]=2[N:5]=[CH:6][N:7]=1.Cl[C:20]1[CH:21]=[CH:22]C2N=C(N)N=C(N3C=NC=N3)C=2N=1. (3) The reactants are: Cl[C:2]1[N:7]=[C:6]([C:8]2[CH:13]=[CH:12][C:11]([Cl:14])=[CH:10][CH:9]=2)[CH:5]=[C:4]([C:15]([F:18])([F:17])[F:16])[N:3]=1.[Br:19][C:20]1[N:21]=[CH:22][NH:23][CH:24]=1. Given the product [Br:19][C:20]1[N:21]=[CH:22][N:23]([C:2]2[N:7]=[C:6]([C:8]3[CH:13]=[CH:12][C:11]([Cl:14])=[CH:10][CH:9]=3)[CH:5]=[C:4]([C:15]([F:18])([F:17])[F:16])[N:3]=2)[CH:24]=1, predict the reactants needed to synthesize it. (4) Given the product [ClH:19].[F:18][CH:2]([F:1])[C:3]1[CH:4]=[C:5]([C:20]2[CH:21]=[C:22]([CH2:26][N:27]3[CH:31]=[CH:30][N:29]=[C:28]3[CH3:32])[N:23]=[N:24][CH:25]=2)[CH:6]=[CH:7][CH:8]=1, predict the reactants needed to synthesize it. The reactants are: [F:1][CH:2]([F:18])[C:3]1[CH:4]=[C:5](B2OC(C)(C)C(C)(C)O2)[CH:6]=[CH:7][CH:8]=1.[Cl:19][C:20]1[CH:21]=[C:22]([CH2:26][N:27]2[CH:31]=[CH:30][N:29]=[C:28]2[CH3:32])[N:23]=[N:24][CH:25]=1.